From a dataset of Forward reaction prediction with 1.9M reactions from USPTO patents (1976-2016). Predict the product of the given reaction. (1) Given the reactants [N:1]1[C:10]2[C:5](=[CH:6][CH:7]=[CH:8][CH:9]=2)[C:4]([N:11]2[CH2:17][C:16]3[CH:18]=[C:19]([C:22]4[CH:23]=[CH:24][C:25]5[N:29]=[C:28]([NH:30][C:31](=O)OC)[NH:27][C:26]=5[CH:35]=4)[CH:20]=[CH:21][C:15]=3[O:14][CH2:13][CH2:12]2)=[CH:3][CH:2]=1.F[P-](F)(F)(F)(F)F.Cl[C:44](N(C)C)=[N+](C)C.CN1CCOCC1, predict the reaction product. The product is: [CH3:44][N:30]([CH3:31])[C:28]1[NH:27][C:26]2[CH:35]=[C:22]([C:19]3[CH:20]=[CH:21][C:15]4[O:14][CH2:13][CH2:12][N:11]([C:4]5[C:5]6[C:10](=[CH:9][CH:8]=[CH:7][CH:6]=6)[N:1]=[CH:2][CH:3]=5)[CH2:17][C:16]=4[CH:18]=3)[CH:23]=[CH:24][C:25]=2[N:29]=1. (2) Given the reactants [NH:1]([C:3]1[N:8]=[CH:7][N:6]=[C:5]2[N:9]([C:12]3[CH:17]=[CH:16][CH:15]=[CH:14][CH:13]=3)[N:10]=[CH:11][C:4]=12)[NH2:2].[C:18]([C:21]1[C:22]([OH:31])=[C:23]([O:29][CH3:30])[CH:24]=[C:25]([CH:28]=1)[CH:26]=O)([OH:20])=[O:19].C1(N2C3=NC=NC(NN=CC4C=CN=CC=4)=C3C=N2)C=CC=CC=1, predict the reaction product. The product is: [C:12]1([N:9]2[C:5]3=[N:6][CH:7]=[N:8][C:3]([NH:1][N:2]=[CH:26][C:25]4[CH:24]=[C:23]([O:29][CH3:30])[C:22]([OH:31])=[C:21]([C:18]([OH:20])=[O:19])[CH:28]=4)=[C:4]3[CH:11]=[N:10]2)[CH:17]=[CH:16][CH:15]=[CH:14][CH:13]=1.